This data is from Forward reaction prediction with 1.9M reactions from USPTO patents (1976-2016). The task is: Predict the product of the given reaction. (1) Given the reactants [CH3:1][CH:2]1[CH2:7][CH2:6][CH:5]([C:8]([N:10]([CH:25]2[CH2:30][CH2:29][N:28]([CH3:31])[CH2:27][CH2:26]2)[C:11]2[CH:15]=[C:14]([C:16]3[CH:21]=[CH:20][CH:19]=[CH:18][CH:17]=3)[S:13][C:12]=2[C:22]([OH:24])=[O:23])=[O:9])[CH2:4][CH2:3]1.C(=O)([O-])[O-].[Cs+].[Cs+].[I-].[Na+].[C:40]([O:46][CH2:47]Cl)(=[O:45])[C:41]([CH3:44])([CH3:43])[CH3:42], predict the reaction product. The product is: [CH3:42][C:41]([CH3:44])([CH3:43])[C:40]([O:46][CH2:47][O:23][C:22]([C:12]1[S:13][C:14]([C:16]2[CH:21]=[CH:20][CH:19]=[CH:18][CH:17]=2)=[CH:15][C:11]=1[N:10]([C:8]([CH:5]1[CH2:4][CH2:3][CH:2]([CH3:1])[CH2:7][CH2:6]1)=[O:9])[CH:25]1[CH2:26][CH2:27][N:28]([CH3:31])[CH2:29][CH2:30]1)=[O:24])=[O:45]. (2) Given the reactants [C:1]1([CH2:7][CH2:8][C:9](/[N:11]=[C:12](/[NH:25][C:26](=[O:35])[CH2:27][CH2:28][C:29]2[CH:34]=[CH:33][CH:32]=[CH:31][CH:30]=2)\[NH:13][CH2:14][CH2:15][CH2:16][C@H:17]2[C:20](=[O:21])[NH:19][C@@H:18]2[C:22]([OH:24])=[O:23])=[O:10])[CH:6]=[CH:5][CH:4]=[CH:3][CH:2]=1.[CH2:36](O)[C:37]1[CH:42]=[CH:41][CH:40]=[CH:39][CH:38]=1.CCN=C=NCCCN(C)C.Cl.C1C=CC2N(O)N=NC=2C=1.CCN(C(C)C)C(C)C, predict the reaction product. The product is: [C:1]1([CH2:7][CH2:8][C:9](/[N:11]=[C:12](/[NH:25][C:26](=[O:35])[CH2:27][CH2:28][C:29]2[CH:30]=[CH:31][CH:32]=[CH:33][CH:34]=2)\[NH:13][CH2:14][CH2:15][CH2:16][C@H:17]2[C:20](=[O:21])[NH:19][C@@H:18]2[C:22]([O:24][CH2:36][C:37]2[CH:42]=[CH:41][CH:40]=[CH:39][CH:38]=2)=[O:23])=[O:10])[CH:6]=[CH:5][CH:4]=[CH:3][CH:2]=1. (3) Given the reactants C[O:2][C:3](=[O:32])[CH2:4][C:5]1[CH:10]=[CH:9][C:8]([C:11]#[C:12][C:13]2[CH:22]=[C:21]([CH:23]=[CH2:24])[C:20]3[CH:19]([N:25]([CH:27]4[CH2:29][CH2:28]4)[CH3:26])[CH2:18][CH2:17][C:16]([CH3:31])([CH3:30])[C:15]=3[CH:14]=2)=[CH:7][CH:6]=1.[OH-].[Li+], predict the reaction product. The product is: [CH:27]1([N:25]([CH3:26])[CH:19]2[CH2:18][CH2:17][C:16]([CH3:31])([CH3:30])[C:15]3[CH:14]=[C:13]([C:12]#[C:11][C:8]4[CH:7]=[CH:6][C:5]([CH2:4][C:3]([OH:32])=[O:2])=[CH:10][CH:9]=4)[CH:22]=[C:21]([CH:23]=[CH2:24])[C:20]2=3)[CH2:28][CH2:29]1. (4) The product is: [CH2:35]([O:34][C:32](=[O:33])[C:31]([O:15][C:12]1[CH:13]=[CH:14][C:9]([O:8][CH2:1][C:2]2[CH:3]=[CH:4][CH:5]=[CH:6][CH:7]=2)=[CH:10][C:11]=1[CH:16]([OH:23])[C:17]1[CH:18]=[CH:19][CH:20]=[CH:21][CH:22]=1)([CH3:38])[CH3:37])[CH3:36]. Given the reactants [CH2:1]([O:8][C:9]1[CH:14]=[CH:13][C:12]([OH:15])=[C:11]([CH:16]([OH:23])[C:17]2[CH:22]=[CH:21][CH:20]=[CH:19][CH:18]=2)[CH:10]=1)[C:2]1[CH:7]=[CH:6][CH:5]=[CH:4][CH:3]=1.C([O-])([O-])=O.[Cs+].[Cs+].Br[C:31]([CH3:38])([CH3:37])[C:32]([O:34][CH2:35][CH3:36])=[O:33], predict the reaction product. (5) The product is: [N:32]([CH2:16][C:14]1[CH:13]=[CH:12][C:11]2[N:7]([CH:2]3[CH2:3][CH2:4][CH2:5][CH2:6][O:1]3)[CH:8]=[N:9][C:10]=2[CH:15]=1)=[N+:33]=[N-:34]. Given the reactants [O:1]1[CH2:6][CH2:5][CH2:4][CH2:3][CH:2]1[N:7]1[C:11]2[CH:12]=[CH:13][C:14]([CH2:16]O)=[CH:15][C:10]=2[N:9]=[CH:8]1.C1(P([N:32]=[N+:33]=[N-:34])(C2C=CC=CC=2)=O)C=CC=CC=1.CCN(C(C)C)C(C)C, predict the reaction product. (6) The product is: [CH3:1][C:2]1[N:3]=[CH:4][S:5][C:6]=1[C:7]([O:9][CH2:10][CH3:11])=[O:8]. Given the reactants [CH3:1][C:2]1[N:3]=[CH:4][S:5][C:6]=1[C:7]([OH:9])=[O:8].[C:10](Cl)(=O)[C:11](Cl)=O, predict the reaction product. (7) Given the reactants C1CCN2C(=NCCC2)CC1.[CH3:12][S:13]([C:16]1[CH:21]=[CH:20][C:19]([NH:22][C:23]2[C:27]([C:28]([NH2:30])=[O:29])=[CH:26][NH:25][N:24]=2)=[CH:18][CH:17]=1)(=[O:15])=[O:14].[C:31]([CH:33]=[C:34]1[CH2:39][CH2:38][N:37]([C:40]([O:42][C:43]([CH3:46])([CH3:45])[CH3:44])=[O:41])[CH2:36][CH2:35]1)#[N:32].O, predict the reaction product. The product is: [C:28]([C:27]1[C:23]([NH:22][C:19]2[CH:18]=[CH:17][C:16]([S:13]([CH3:12])(=[O:14])=[O:15])=[CH:21][CH:20]=2)=[N:24][N:25]([C:34]2([CH2:33][C:31]#[N:32])[CH2:35][CH2:36][N:37]([C:40]([O:42][C:43]([CH3:44])([CH3:45])[CH3:46])=[O:41])[CH2:38][CH2:39]2)[CH:26]=1)(=[O:29])[NH2:30].